From a dataset of Peptide-MHC class II binding affinity with 134,281 pairs from IEDB. Regression. Given a peptide amino acid sequence and an MHC pseudo amino acid sequence, predict their binding affinity value. This is MHC class II binding data. The MHC is DRB1_1501 with pseudo-sequence DRB1_1501. The binding affinity (normalized) is 0.545. The peptide sequence is GELQIVDEIDAAFKI.